From a dataset of Forward reaction prediction with 1.9M reactions from USPTO patents (1976-2016). Predict the product of the given reaction. (1) Given the reactants [F:1][C:2]([F:14])([F:13])[CH:3]([CH3:12])[O:4][C:5]1[CH:10]=[CH:9][C:8]([NH2:11])=[CH:7][CH:6]=1.[C:15](OC(OC)=O)(OC)=O.[H-].[H-].[H-].[H-].[Li+].[Al+3], predict the reaction product. The product is: [CH3:15][NH:11][C:8]1[CH:7]=[CH:6][C:5]([O:4][CH:3]([CH3:12])[C:2]([F:13])([F:14])[F:1])=[CH:10][CH:9]=1. (2) Given the reactants [Cl:1][C:2]1[CH:10]=[C:9]([F:11])[C:8]([N+:12]([O-:14])=[O:13])=[CH:7][C:3]=1[C:4](O)=[O:5].C(Cl)(=O)C([Cl:18])=O, predict the reaction product. The product is: [Cl:1][C:2]1[CH:10]=[C:9]([F:11])[C:8]([N+:12]([O-:14])=[O:13])=[CH:7][C:3]=1[C:4]([Cl:18])=[O:5].